Dataset: Full USPTO retrosynthesis dataset with 1.9M reactions from patents (1976-2016). Task: Predict the reactants needed to synthesize the given product. Given the product [CH3:63][O:62][C:60]1[CH:61]=[C:56]([CH:57]=[C:58]([O:64][CH3:65])[CH:59]=1)[C:55]([NH:54][C@H:41]1[C@@H:42]([OH:43])[C@@H:47]([CH2:49][OH:50])[O:48][C@@H:35]([S:34][C@@H:7]2[O:8][C@H:9]([CH2:29][OH:30])[C@H:10]([OH:25])[C@H:11]([NH:12][C:13](=[O:24])[C:14]3[CH:19]=[C:18]([O:20][CH3:21])[CH:17]=[C:16]([O:22][CH3:23])[CH:15]=3)[C@H:6]2[OH:5])[C@@H:36]1[OH:37])=[O:66], predict the reactants needed to synthesize it. The reactants are: [Na].C([O:5][C@@H:6]1[C@@H:11]([NH:12][C:13](=[O:24])[C:14]2[CH:19]=[C:18]([O:20][CH3:21])[CH:17]=[C:16]([O:22][CH3:23])[CH:15]=2)[C@@H:10]([O:25]C(=O)C)[C@@H:9]([CH2:29][O:30]C(=O)C)[O:8][C@H:7]1[S:34][C@@H:35]1[O:48][C@H:47]([CH2:49][O:50]C(=O)C)[C@H:42]([O:43]C(=O)C)[C@H:41]([NH:54][C:55](=[O:66])[C:56]2[CH:61]=[C:60]([O:62][CH3:63])[CH:59]=[C:58]([O:64][CH3:65])[CH:57]=2)[C@H:36]1[O:37]C(=O)C)(=O)C.C[O-].[Na+].C1COCC1.